Dataset: Forward reaction prediction with 1.9M reactions from USPTO patents (1976-2016). Task: Predict the product of the given reaction. The product is: [F:16][C:17]([F:28])([F:27])[C:18]([NH:10][C:6]1[CH:5]=[C:4]([CH:1]([CH3:3])[CH3:2])[CH:9]=[CH:8][C:7]=1[N+:11]([O-:14])=[O:12])=[O:19]. Given the reactants [CH:1]([C:4]1[CH:5]=[C:6]([NH2:10])[CH:7]=[CH:8][CH:9]=1)([CH3:3])[CH3:2].[N+:11]([O-:14])([O-])=[O:12].[K+].[F:16][C:17]([F:28])([F:27])[C:18](O[C:18](=[O:19])[C:17]([F:28])([F:27])[F:16])=[O:19], predict the reaction product.